Dataset: Full USPTO retrosynthesis dataset with 1.9M reactions from patents (1976-2016). Task: Predict the reactants needed to synthesize the given product. Given the product [CH2:1]([N:8]1[CH2:9][CH2:10][N:11]([C:25]([O:27][C:28]([CH3:31])([CH3:30])[CH3:29])=[O:26])[CH2:14]1)[C:2]1[CH:7]=[CH:6][CH:5]=[CH:4][CH:3]=1, predict the reactants needed to synthesize it. The reactants are: [CH2:1]([NH:8][CH2:9][CH2:10][NH2:11])[C:2]1[CH:7]=[CH:6][CH:5]=[CH:4][CH:3]=1.C=O.[C:14](=O)(O)[O-].[Na+].S([O-])([O-])(=O)=O.[Mg+2].[C:25](O[C:25]([O:27][C:28]([CH3:31])([CH3:30])[CH3:29])=[O:26])([O:27][C:28]([CH3:31])([CH3:30])[CH3:29])=[O:26].